Dataset: Full USPTO retrosynthesis dataset with 1.9M reactions from patents (1976-2016). Task: Predict the reactants needed to synthesize the given product. (1) Given the product [C:1]([O:5][C:6]([N:8]1[CH2:13][CH2:12][N:11]([C:14]2[CH:19]=[CH:18][C:17]([C:20](=[O:35])[NH:21][C:22]3[CH:27]=[C:26]([O:28][C:29]([F:32])([F:31])[F:30])[C:25]([C:61]4[CH:62]=[C:63]5[C:58](=[CH:59][CH:60]=4)[C:56]4[N:57]=[C:53]([C@@H:48]6[CH2:49][C@H:50]([CH3:52])[CH2:51][N:47]6[C:45](=[O:46])[C@@H:41]([NH:40][C:39]([O:38][CH3:37])=[O:75])[CH:42]([CH3:43])[CH3:44])[NH:54][C:55]=4[CH:65]=[CH:64]5)=[CH:24][C:23]=3[Cl:34])=[CH:16][N:15]=2)[C@H:10]([CH3:36])[CH2:9]1)=[O:7])([CH3:4])([CH3:3])[CH3:2], predict the reactants needed to synthesize it. The reactants are: [C:1]([O:5][C:6]([N:8]1[CH2:13][CH2:12][N:11]([C:14]2[CH:19]=[CH:18][C:17]([C:20](=[O:35])[NH:21][C:22]3[CH:27]=[C:26]([O:28][C:29]([F:32])([F:31])[F:30])[C:25](Br)=[CH:24][C:23]=3[Cl:34])=[CH:16][N:15]=2)[C@H:10]([CH3:36])[CH2:9]1)=[O:7])([CH3:4])([CH3:3])[CH3:2].[CH3:37][O:38][C:39](=[O:75])[NH:40][C@H:41]([C:45]([N:47]1[CH2:51][C@@H:50]([CH3:52])[CH2:49][C@H:48]1[C:53]1[NH:57][C:56]2[C:58]3[C:63]([CH:64]=[CH:65][C:55]=2[N:54]=1)=[CH:62][C:61](B1OC(C)(C)C(C)(C)O1)=[CH:60][CH:59]=3)=[O:46])[CH:42]([CH3:44])[CH3:43].O.C(=O)([O-])[O-].[K+].[K+]. (2) Given the product [Cl:20][C:15]1[CH:14]=[C:13]([CH:18]=[CH:17][C:16]=1[Cl:19])[CH2:12][CH:11]1[C:10]2[C:5](=[CH:6][CH:7]=[C:8]([OH:21])[CH:9]=2)[CH2:4][CH2:3][CH:2]1[NH:1][C:29](=[O:35])[O:30][C:31]([CH3:34])([CH3:33])[CH3:32], predict the reactants needed to synthesize it. The reactants are: [NH2:1][CH:2]1[CH:11]([CH2:12][C:13]2[CH:18]=[CH:17][C:16]([Cl:19])=[C:15]([Cl:20])[CH:14]=2)[C:10]2[CH:9]=[C:8]([OH:21])[CH:7]=[CH:6][C:5]=2[CH2:4][CH2:3]1.C(N(CC)CC)C.[C:29](=O)([O:35]C(C)(C)C)[O:30][C:31]([CH3:34])([CH3:33])[CH3:32]. (3) Given the product [P:1]([OH:39])([OH:34])([O:3][CH2:4][N:5]1[C:17]2[CH:16]=[C:15]3[C:10]([CH2:11][N:12]([CH2:19][C:20]4[CH:25]=[CH:24][CH:23]=[CH:22][CH:21]=4)[C:13](=[O:18])[NH:14]3)=[CH:9][C:8]=2[C:7]([C:26]2[CH:27]=[C:28]([CH3:33])[N:29]=[C:30]([CH3:32])[CH:31]=2)=[N:6]1)=[O:2], predict the reactants needed to synthesize it. The reactants are: [P:1]([O:39]C(C)(C)C)([O:34]C(C)(C)C)([O:3][CH2:4][N:5]1[C:17]2[CH:16]=[C:15]3[C:10]([CH2:11][N:12]([CH2:19][C:20]4[CH:25]=[CH:24][CH:23]=[CH:22][CH:21]=4)[C:13](=[O:18])[NH:14]3)=[CH:9][C:8]=2[C:7]([C:26]2[CH:31]=[C:30]([CH3:32])[N:29]=[C:28]([CH3:33])[CH:27]=2)=[N:6]1)=[O:2]. (4) Given the product [NH2:39][C:36]1[CH:35]=[CH:34][C:33]([NH:32][C:29](=[O:31])[CH3:30])=[CH:38][CH:37]=1, predict the reactants needed to synthesize it. The reactants are: ClC1N=C(NC2C=CC=CC=2C(OCC2C=CC=CC=2)=O)C([N+]([O-])=O)=CN=1.Cl.[C:29]([NH:32][C:33]1[CH:38]=[CH:37][C:36]([NH:39]C2N=C(NC3C=CC=CC=3C(OCC3C=CC=CC=3)=O)C([N+]([O-])=O)=CN=2)=[CH:35][CH:34]=1)(=[O:31])[CH3:30]. (5) The reactants are: [OH:1][C@@H:2]([C:4]1[CH:13]=[CH:12][C:7]([C:8]([O:10][CH3:11])=[O:9])=[C:6]([CH3:14])[CH:5]=1)[CH3:3].[C:15]1(P([C:15]2[CH:20]=[CH:19][CH:18]=[CH:17][CH:16]=2)[C:15]2[CH:20]=[CH:19][CH:18]=[CH:17][CH:16]=2)[CH:20]=[CH:19][CH:18]=[CH:17][CH:16]=1.C1(O)C=CC=CC=1.N(C(OC(C)C)=O)=NC(OC(C)C)=O. Given the product [CH3:14][C:6]1[CH:5]=[C:4]([C@@H:2]([O:1][C:15]2[CH:20]=[CH:19][CH:18]=[CH:17][CH:16]=2)[CH3:3])[CH:13]=[CH:12][C:7]=1[C:8]([O:10][CH3:11])=[O:9], predict the reactants needed to synthesize it. (6) Given the product [C:20]([O:19][C:17](=[O:16])[N:8]([CH:5]1[CH2:6][CH2:7][N:2]([CH3:1])[CH2:3][CH2:4]1)[CH2:9][CH2:10][N:11]1[CH2:15][CH2:14][CH2:13][CH2:12]1)([CH3:23])([CH3:22])[CH3:21], predict the reactants needed to synthesize it. The reactants are: [CH3:1][N:2]1[CH2:7][CH2:6][CH:5]([NH:8][CH2:9][CH2:10][N:11]2[CH2:15][CH2:14][CH2:13][CH2:12]2)[CH2:4][CH2:3]1.[O:16](C(OC(C)(C)C)=O)[C:17]([O:19][C:20]([CH3:23])([CH3:22])[CH3:21])=O. (7) Given the product [F:1][C:2]1[CH:21]=[CH:20][C:5]([C:6]([N:8]2[CH2:13][CH2:12][N:11]([CH2:14][C:15]([NH:22][NH2:23])=[O:16])[CH2:10][CH2:9]2)=[O:7])=[CH:4][CH:3]=1, predict the reactants needed to synthesize it. The reactants are: [F:1][C:2]1[CH:21]=[CH:20][C:5]([C:6]([N:8]2[CH2:13][CH2:12][N:11]([CH2:14][C:15](OCC)=[O:16])[CH2:10][CH2:9]2)=[O:7])=[CH:4][CH:3]=1.[NH2:22][NH2:23]. (8) Given the product [C:27]([C:26]1[CH:29]=[C:22]([NH:21][C:2]2[N:11]=[C:10]([N:12]3[CH2:16][CH2:15][C@H:14]([NH:17][C:18](=[O:20])[CH3:19])[CH2:13]3)[C:9]3[CH2:8][CH2:7][CH2:6][CH2:5][C:4]=3[N:3]=2)[CH:23]=[CH:24][C:25]=1[CH3:30])#[N:28], predict the reactants needed to synthesize it. The reactants are: Cl[C:2]1[N:11]=[C:10]([N:12]2[CH2:16][CH2:15][C@H:14]([NH:17][C:18](=[O:20])[CH3:19])[CH2:13]2)[C:9]2[CH2:8][CH2:7][CH2:6][CH2:5][C:4]=2[N:3]=1.[NH2:21][C:22]1[CH:23]=[CH:24][C:25]([CH3:30])=[C:26]([CH:29]=1)[C:27]#[N:28]. (9) Given the product [CH3:1][O:2][C:3]1[CH:8]=[CH:7][C:6]([CH:9]([CH3:16])[C:10]#[N:11])=[C:5]([CH3:12])[C:4]=1[CH3:13].[CH3:1][O:2][C:3]1[CH:8]=[CH:7][C:6]([CH:9]([C:14]2[NH:18][CH2:17][CH2:16][N:19]=2)[CH3:10])=[C:5]([CH3:12])[C:4]=1[CH3:13], predict the reactants needed to synthesize it. The reactants are: [CH3:1][O:2][C:3]1[CH:8]=[CH:7][C:6]([CH2:9][C:10]#[N:11])=[C:5]([CH3:12])[C:4]=1[CH3:13].[CH3:14]I.[CH2:16]([NH2:19])[CH2:17][NH2:18].